From a dataset of Forward reaction prediction with 1.9M reactions from USPTO patents (1976-2016). Predict the product of the given reaction. (1) Given the reactants [CH3:1][C:2]([C@@H:4]1[C@@:8]2([CH3:23])[CH2:9][CH2:10][C@@H:11]3[C@@:16]4([CH3:22])[CH2:17][CH2:18][C@H:19]([OH:21])[CH2:20][C:15]4=[CH:14][CH2:13][C@H:12]3[C@@H:7]2[CH2:6][CH2:5]1)=[O:3].C(O)(=O)C, predict the reaction product. The product is: [OH:21][C@H:19]1[CH2:18][CH2:17][C@@:16]2([CH3:22])[C@@H:15]([CH2:14][CH2:13][C@@H:12]3[C@@H:11]2[CH2:10][CH2:9][C@@:8]2([CH3:23])[C@H:7]3[CH2:6][CH2:5][C@@H:4]2[C:2](=[O:3])[CH3:1])[CH2:20]1. (2) The product is: [CH3:41][C:5]([O:7][C:8]1[CH:13]=[CH:12][C:11]([CH2:14][N:15]([C:24]2[S:28][C:27]([C:29]3[CH:30]=[CH:31][C:32]([C:35]([F:37])([F:38])[F:36])=[CH:33][CH:34]=3)=[N:26][C:25]=2[CH3:39])[CH2:16][C:17]2[CH:22]=[CH:21][CH:20]=[CH:19][C:18]=2[F:23])=[CH:10][C:9]=1[CH3:40])([CH3:6])[C:4]([OH:42])=[O:3]. Given the reactants C([O:3][C:4](=[O:42])[C:5]([CH3:41])([O:7][C:8]1[CH:13]=[CH:12][C:11]([CH2:14][N:15]([C:24]2[S:28][C:27]([C:29]3[CH:34]=[CH:33][C:32]([C:35]([F:38])([F:37])[F:36])=[CH:31][CH:30]=3)=[N:26][C:25]=2[CH3:39])[CH2:16][C:17]2[CH:22]=[CH:21][CH:20]=[CH:19][C:18]=2[F:23])=[CH:10][C:9]=1[CH3:40])[CH3:6])C.[OH-].[Na+], predict the reaction product. (3) The product is: [CH2:6]=[CH:1][CH2:2][CH2:3][CH2:4][CH3:5].[CH:1]12[CH2:7][CH:4]([CH2:5][CH2:6]1)[CH:3]=[CH:2]2. Given the reactants [CH:1]12[CH2:7][CH:4]([CH2:5][CH2:6]1)[CH:3]=[CH:2]2.C=CCCCC.CO.Cl, predict the reaction product. (4) Given the reactants [Br:1]N1C(=O)CCC1=O.[Cl:9][C:10]1[C:11]2[N:12]([C:16]([CH:19]3[CH2:22][C:21](=[O:23])[CH2:20]3)=[N:17][CH:18]=2)[CH:13]=[CH:14][N:15]=1, predict the reaction product. The product is: [Br:1][C:18]1[N:17]=[C:16]([CH:19]2[CH2:20][C:21](=[O:23])[CH2:22]2)[N:12]2[CH:13]=[CH:14][N:15]=[C:10]([Cl:9])[C:11]=12. (5) Given the reactants [Sm].ICCI.I[C:7]1[C:16]2[C:11](=[CH:12][CH:13]=[CH:14][CH:15]=2)[CH:10]=[CH:9][CH:8]=1, predict the reaction product. The product is: [CH:15]1[C:16]2[C:11](=[CH:10][CH:9]=[CH:8][CH:7]=2)[CH:12]=[CH:13][CH:14]=1. (6) Given the reactants Cl[C:2]1[CH:7]=[C:6]([CH3:8])[CH:5]=[CH:4][C:3]=1[CH3:9].[CH3:10][C:11]1[CH:16]=[CH:15][CH:14]=[CH:13][C:12]=1B(O)O.C([O-])([O-])=O.[Cs+].[Cs+], predict the reaction product. The product is: [CH3:9][C:3]1[CH:4]=[CH:5][C:6]([CH3:8])=[CH:7][C:2]=1[C:12]1[CH:13]=[CH:14][CH:15]=[CH:16][C:11]=1[CH3:10].